Dataset: HIV replication inhibition screening data with 41,000+ compounds from the AIDS Antiviral Screen. Task: Binary Classification. Given a drug SMILES string, predict its activity (active/inactive) in a high-throughput screening assay against a specified biological target. (1) The molecule is CC(C)(C)C1(C#N)C(=O)N(c2ccc(N3C(=O)C(C#N)(C(C)(C)C)C34c3ccccc3-c3ccccc34)cc2)C12c1ccccc1-c1ccccc12. The result is 0 (inactive). (2) The compound is O=C1c2ccccc2[Se](=O)N1c1ccccc1. The result is 1 (active). (3) The compound is Cc1cn(C2CCC3(CO)CC23)c(=O)[nH]c1=O. The result is 0 (inactive). (4) The drug is O=C(CC(C(=O)c1cccs1)c1ccsc1)c1cccs1. The result is 0 (inactive). (5) The compound is [Na+].c1ccc2c(c1)[SH+][Pb]1([SH+]2)[SH+]c2ccccc2[SH+]1. The result is 0 (inactive). (6) The compound is CCOC(=O)NCC(OS(C)(=O)=O)C(CNC(=O)OCC)OS(C)(=O)=O. The result is 0 (inactive). (7) The compound is CCN(CC)CC(C(=O)Nc1c(C)cccc1C)C(C)=NNC(=O)c1ccncc1. The result is 0 (inactive).